From a dataset of Peptide-MHC class I binding affinity with 185,985 pairs from IEDB/IMGT. Regression. Given a peptide amino acid sequence and an MHC pseudo amino acid sequence, predict their binding affinity value. This is MHC class I binding data. (1) The peptide sequence is RPALVVDTP. The MHC is HLA-B08:02 with pseudo-sequence HLA-B08:02. The binding affinity (normalized) is 0.0847. (2) The peptide sequence is TPKPAVRFAI. The MHC is HLA-A23:01 with pseudo-sequence HLA-A23:01. The binding affinity (normalized) is 0.0381. (3) The peptide sequence is RENLLLGVGL. The MHC is HLA-B44:02 with pseudo-sequence HLA-B44:02. The binding affinity (normalized) is 0.716. (4) The peptide sequence is IYVGNGQMI. The MHC is H-2-Db with pseudo-sequence H-2-Db. The binding affinity (normalized) is 0.0480.